Dataset: Forward reaction prediction with 1.9M reactions from USPTO patents (1976-2016). Task: Predict the product of the given reaction. Given the reactants [O:1]1[CH:6]=[CH:5][CH2:4][CH2:3][CH2:2]1.CC1C=CC(S(O)(=O)=O)=CC=1.[Cl:18][C:19]1[N:24]=[C:23]2[NH:25][N:26]=[C:27]([I:28])[C:22]2=[C:21]([CH:29]([F:31])[F:30])[CH:20]=1.O, predict the reaction product. The product is: [Cl:18][C:19]1[N:24]=[C:23]2[N:25]([CH:6]3[CH2:5][CH2:4][CH2:3][CH2:2][O:1]3)[N:26]=[C:27]([I:28])[C:22]2=[C:21]([CH:29]([F:30])[F:31])[CH:20]=1.